Task: Predict the reactants needed to synthesize the given product.. Dataset: Full USPTO retrosynthesis dataset with 1.9M reactions from patents (1976-2016) (1) The reactants are: [NH2:1][C:2]1[N:7]=[C:6]([C:8]2[N:12]3[CH:13]=[CH:14][CH:15]=[CH:16][C:11]3=[N:10][CH:9]=2)[CH:5]=[CH:4][N:3]=1.Br[C:18]1[CH:23]=[CH:22][C:21]([C:24]([C:26]2[CH:27]=[N:28][NH:29][CH:30]=2)=[O:25])=[CH:20][CH:19]=1.CC(C)([O-])C.[K+]. Given the product [NH:29]1[CH2:30][CH:26]([C:24]([C:21]2[CH:22]=[CH:23][C:18]([NH:1][C:2]3[N:7]=[C:6]([C:8]4[N:12]5[CH:13]=[CH:14][CH:15]=[CH:16][C:11]5=[N:10][CH:9]=4)[CH:5]=[CH:4][N:3]=3)=[CH:19][CH:20]=2)=[O:25])[CH:27]=[N:28]1, predict the reactants needed to synthesize it. (2) The reactants are: Cl.[NH2:2][CH2:3][CH2:4][N:5]([CH3:33])[CH2:6][CH2:7][NH:8][C:9](=[O:32])[CH2:10][C:11]1[C:19]2[C:14](=[CH:15][CH:16]=[C:17]([O:20][CH3:21])[CH:18]=2)[N:13]([C:22](=[O:30])[C:23]2[CH:28]=[CH:27][C:26]([Cl:29])=[CH:25][CH:24]=2)[C:12]=1[CH3:31].CN(C(ON1N=N[C:44]2[CH:45]=[CH:46][CH:47]=N[C:43]1=2)=[N+](C)C)C.F[P-](F)(F)(F)(F)F.CCN([CH:64]([CH3:66])[CH3:65])C(C)C.CCO[C:70]([CH3:72])=[O:71]. Given the product [Cl:29][C:26]1[CH:27]=[CH:28][C:23]([C:22]([N:13]2[C:14]3[C:19](=[CH:18][C:17]([O:20][CH3:21])=[CH:16][CH:15]=3)[C:11]([CH2:10][C:9]([NH:8][CH2:7][CH2:6][N:5]([CH3:33])[CH2:4][CH2:3][NH:2][C:70](=[O:71])[CH2:72][CH2:43]/[CH:44]=[CH:45]\[CH2:46]/[CH:47]=[CH:9]\[CH2:10]/[CH:11]=[CH:19]\[CH2:18]/[CH:17]=[CH:16]\[CH2:66]/[CH:64]=[CH:65]\[CH2:47]/[CH:46]=[CH:45]\[CH2:44][CH3:43])=[O:32])=[C:12]2[CH3:31])=[O:30])=[CH:24][CH:25]=1, predict the reactants needed to synthesize it. (3) Given the product [Cl:18][C:19]1[CH:24]=[C:23]([NH:25][C:13]([C:11]2[S:10][C:9]3[CH:16]=[CH:17][C:6]([NH:5][S:2]([CH3:1])(=[O:4])=[O:3])=[CH:7][C:8]=3[CH:12]=2)=[O:14])[CH:22]=[C:21]([O:26][C:27]2[CH:28]=[CH:29][C:30]([Cl:33])=[CH:31][CH:32]=2)[N:20]=1, predict the reactants needed to synthesize it. The reactants are: [CH3:1][S:2]([NH:5][C:6]1[CH:17]=[CH:16][C:9]2[S:10][C:11]([C:13](Cl)=[O:14])=[CH:12][C:8]=2[CH:7]=1)(=[O:4])=[O:3].[Cl:18][C:19]1[CH:24]=[C:23]([NH2:25])[CH:22]=[C:21]([O:26][C:27]2[CH:32]=[CH:31][C:30]([Cl:33])=[CH:29][CH:28]=2)[N:20]=1. (4) Given the product [Cl:1][C:2]1[CH:7]=[CH:6][C:5]([CH:8]([C:24]2[CH:25]=[CH:26][C:27]([S:30]([CH3:33])(=[O:31])=[O:32])=[CH:28][CH:29]=2)[CH2:9]/[C:10](/[C:12]2[CH:13]=[CH:14][C:15](=[O:23])[N:16]([CH2:18][CH2:19][O:20][CH2:21][CH3:22])[CH:17]=2)=[N:36]\[OH:37])=[C:4]([CH3:34])[CH:3]=1, predict the reactants needed to synthesize it. The reactants are: [Cl:1][C:2]1[CH:7]=[CH:6][C:5]([CH:8]([C:24]2[CH:29]=[CH:28][C:27]([S:30]([CH3:33])(=[O:32])=[O:31])=[CH:26][CH:25]=2)[CH2:9][C:10]([C:12]2[CH:13]=[CH:14][C:15](=[O:23])[N:16]([CH2:18][CH2:19][O:20][CH2:21][CH3:22])[CH:17]=2)=O)=[C:4]([CH3:34])[CH:3]=1.Cl.[NH2:36][OH:37].C(=O)([O-])O.[Na+]. (5) Given the product [CH3:46][C:47]1[CH:48]=[C:49]([CH:94]=[CH:95][CH:96]=1)[CH2:50][N:51]1[CH:55]=[C:54]([C:56]2[C:64]3[C:59](=[N:60][CH:61]=[C:62]([C:65]4[CH:66]=[CH:67][C:68]([CH:71]5[CH2:76][CH2:75][N:74]([C:77]([O:79][C:80]([CH3:83])([CH3:81])[CH3:82])=[O:78])[CH2:73][CH2:72]5)=[CH:69][CH:70]=4)[CH:63]=3)[NH:58][CH:57]=2)[CH:53]=[N:52]1, predict the reactants needed to synthesize it. The reactants are: Cl.FC1C=C(C=CC=1)CN1C=C(C2C3C(=NC=C(C4C=CC(C5CCNCC5)=CC=4)C=3)N(S(C3C=CC(C)=CC=3)(=O)=O)C=2)C=N1.[CH3:46][C:47]1[CH:48]=[C:49]([CH:94]=[CH:95][CH:96]=1)[CH2:50][N:51]1[CH:55]=[C:54]([C:56]2[C:64]3[C:59](=[N:60][CH:61]=[C:62]([C:65]4[CH:70]=[CH:69][C:68]([CH:71]5[CH2:76][CH2:75][N:74]([C:77]([O:79][C:80]([CH3:83])([CH3:82])[CH3:81])=[O:78])[CH2:73][CH2:72]5)=[CH:67][CH:66]=4)[CH:63]=3)[N:58](S(C3C=CC(C)=CC=3)(=O)=O)[CH:57]=2)[CH:53]=[N:52]1.[OH-].[Li+]. (6) Given the product [F:21][C:18]1[CH:19]=[CH:20][C:15]([C:13]2[N:1]=[C:2]3[C:7]([N+:8]([O-:10])=[O:9])=[CH:6][CH:5]=[CH:4][N:3]3[CH:12]=2)=[CH:16][CH:17]=1, predict the reactants needed to synthesize it. The reactants are: [NH2:1][C:2]1[C:7]([N+:8]([O-:10])=[O:9])=[CH:6][CH:5]=[CH:4][N:3]=1.Br[CH2:12][C:13]([C:15]1[CH:20]=[CH:19][C:18]([F:21])=[CH:17][CH:16]=1)=O. (7) Given the product [CH3:23][O:22][C:20](=[O:21])[CH2:19][NH:5][C:4]1[CH:6]=[CH:7][C:8]([O:10][CH3:11])=[CH:9][C:3]=1[O:2][CH3:1], predict the reactants needed to synthesize it. The reactants are: [CH3:1][O:2][C:3]1[CH:9]=[C:8]([O:10][CH3:11])[CH:7]=[CH:6][C:4]=1[NH2:5].C(=O)([O-])[O-].[K+].[K+].Br[CH2:19][C:20]([O:22][CH3:23])=[O:21].O. (8) Given the product [Br:1][C:2]1[C:7]([CH3:8])=[CH:6][C:5]([O:9][CH2:11][C:12]([CH3:14])([OH:15])[CH3:13])=[CH:4][C:3]=1[CH3:10], predict the reactants needed to synthesize it. The reactants are: [Br:1][C:2]1[C:7]([CH3:8])=[CH:6][C:5]([OH:9])=[CH:4][C:3]=1[CH3:10].[CH3:11][C:12]1([O:15][CH2:14]1)[CH3:13].C([O-])([O-])=O.[Cs+].[Cs+].